Dataset: Full USPTO retrosynthesis dataset with 1.9M reactions from patents (1976-2016). Task: Predict the reactants needed to synthesize the given product. Given the product [CH:1]1([S:4]([C:7]2[CH:12]=[CH:11][C:10]([CH:13]([C:21]3[NH:25][C:24]([C:26]4[S:30][C:29]([CH:31]=[O:32])=[N:28][N:27]=4)=[CH:23][CH:22]=3)[CH2:14][CH:15]3[CH2:16][CH2:17][O:18][CH2:19][CH2:20]3)=[CH:9][CH:8]=2)(=[O:5])=[O:6])[CH2:3][CH2:2]1, predict the reactants needed to synthesize it. The reactants are: [CH:1]1([S:4]([C:7]2[CH:12]=[CH:11][C:10]([CH:13]([C:21]3[NH:25][C:24]([C:26]4[S:30][C:29]([CH2:31][OH:32])=[N:28][N:27]=4)=[CH:23][CH:22]=3)[CH2:14][CH:15]3[CH2:20][CH2:19][O:18][CH2:17][CH2:16]3)=[CH:9][CH:8]=2)(=[O:6])=[O:5])[CH2:3][CH2:2]1.CC(OI1(OC(C)=O)(OC(C)=O)OC(=O)C2C=CC=CC1=2)=O.C(=O)([O-])O.[Na+].